Dataset: CYP2C19 inhibition data for predicting drug metabolism from PubChem BioAssay. Task: Regression/Classification. Given a drug SMILES string, predict its absorption, distribution, metabolism, or excretion properties. Task type varies by dataset: regression for continuous measurements (e.g., permeability, clearance, half-life) or binary classification for categorical outcomes (e.g., BBB penetration, CYP inhibition). Dataset: cyp2c19_veith. (1) The drug is Cc1ccccc1-c1nccc(NCc2cccs2)n1. The result is 1 (inhibitor). (2) The compound is COC(=O)C1CSC(C(=O)OC)N1C(=O)Nc1ccccc1. The result is 1 (inhibitor). (3) The drug is CCS(=O)(=O)Nc1cccc(C(=C2CCCCC2)c2cnc[nH]2)c1. The result is 1 (inhibitor).